This data is from Kir2.1 potassium channel HTS with 301,493 compounds. The task is: Binary Classification. Given a drug SMILES string, predict its activity (active/inactive) in a high-throughput screening assay against a specified biological target. (1) The drug is S(=O)(=O)(Nc1c(cccc1)C(O)=O)c1cc2n(c(=O)n(c2cc1)C)C. The result is 0 (inactive). (2) The compound is OCCC1N(CCN(C1)Cc1[nH]c2c(c(=O)c1)cccc2)Cc1c(cccc1)C. The result is 0 (inactive). (3) The result is 0 (inactive). The compound is s1c(C(N(CCOC)C(=S)Nc2cc(OC)ccc2)C)ccc1. (4) The molecule is O=C1N(C(CC1)C(=O)NCc1c(OC)ccc(OC)c1)C(C)C. The result is 0 (inactive). (5) The drug is O=C1N(C(=O)c2c1c([N+]([O-])=O)ccc2)c1c(=O)[nH]c(=O)[nH]c1. The result is 0 (inactive). (6) The compound is OCCC1N(CCN(C1)Cc1cc(OC)c(OC)cc1)Cc1cc(OC)ccc1. The result is 0 (inactive). (7) The drug is S(CC(=O)Nc1cc2n(c(=O)n(c2cc1)CC)CC)c1ncc([N+]([O-])=O)cc1. The result is 0 (inactive). (8) The compound is s1c([n+](nc1Nc1ccccc1)C)c1cc(OCC)c(OC)cc1. The result is 0 (inactive). (9) The drug is S1(=O)(=O)CC(N(S(=O)(=O)c2ccc(N3CCCC3=O)cc2)C)CC1. The result is 0 (inactive). (10) The result is 0 (inactive). The compound is O1c2cc(CNC(=O)Cn3c(C(=O)c4c(cccc4)C)ccc3)ccc2OC1.